Dataset: Catalyst prediction with 721,799 reactions and 888 catalyst types from USPTO. Task: Predict which catalyst facilitates the given reaction. (1) Reactant: CN(C=O)C.[Br:6][C:7]1[C:12]([N:13]([CH2:17][CH2:18]Br)[CH2:14][CH2:15]Br)=[CH:11][CH:10]=[C:9]([O:20][CH3:21])[N:8]=1.[CH3:22][O:23][C:24]1[CH:30]=[CH:29][C:27]([NH2:28])=[CH:26][CH:25]=1.C(=O)(O)[O-].[Na+]. Product: [Br:6][C:7]1[C:12]([N:13]2[CH2:17][CH2:18][N:28]([C:27]3[CH:29]=[CH:30][C:24]([O:23][CH3:22])=[CH:25][CH:26]=3)[CH2:15][CH2:14]2)=[CH:11][CH:10]=[C:9]([O:20][CH3:21])[N:8]=1. The catalyst class is: 6. (2) Reactant: [Si:1]([O:18][CH2:19][CH2:20][CH2:21][CH:22]=[O:23])([C:14]([CH3:17])([CH3:16])[CH3:15])([C:8]1[CH:13]=[CH:12][CH:11]=[CH:10][CH:9]=1)[C:2]1[CH:7]=[CH:6][CH:5]=[CH:4][CH:3]=1.[CH:24]([Mg]Br)([CH3:26])[CH3:25]. Product: [Si:1]([O:18][CH2:19][CH2:20][CH2:21][CH:22]([OH:23])[CH:24]([CH3:26])[CH3:25])([C:14]([CH3:16])([CH3:17])[CH3:15])([C:8]1[CH:9]=[CH:10][CH:11]=[CH:12][CH:13]=1)[C:2]1[CH:3]=[CH:4][CH:5]=[CH:6][CH:7]=1. The catalyst class is: 1. (3) Reactant: Br[C:2]1[CH:3]=[C:4]([C:9]2[N:14]=[C:13]([C:15]3[CH:20]=[CH:19][CH:18]=[CH:17][CH:16]=3)[N:12]=[C:11]([C:21]3[CH:26]=[CH:25][CH:24]=[CH:23][CH:22]=3)[N:10]=2)[CH:5]=[C:6](Br)[CH:7]=1.[C:27]1([CH3:33])[CH:32]=[CH:31][CH:30]=[CH:29][CH:28]=1.C([O-])([O-])=O.[K+].[K+].[N:40]1[CH:45]=[CH:44][CH:43]=[CH:42][C:41]=1[C:46]1[CH:51]=[CH:50][C:49](B(O)O)=[CH:48][CH:47]=1. Product: [CH:31]1[C:32]2[C:27](=[CH:33][C:3]3[C:4]([C:9]=2[C:2]2[CH:3]=[C:4]([C:9]4[N:10]=[C:11]([C:21]5[CH:22]=[CH:23][CH:24]=[CH:25][CH:26]=5)[N:12]=[C:13]([C:15]5[CH:16]=[CH:17][CH:18]=[CH:19][CH:20]=5)[N:14]=4)[CH:5]=[C:6]([C:49]4[CH:50]=[CH:51][C:46]([C:41]5[CH:42]=[CH:43][CH:44]=[CH:45][N:40]=5)=[CH:47][CH:48]=4)[CH:7]=2)=[CH:5][CH:6]=[CH:7][CH:2]=3)[CH:28]=[CH:29][CH:30]=1. The catalyst class is: 461. (4) Reactant: [C:1]([C:4]1[CH:9]=[CH:8][N:7]=[C:6]([C:10]2[CH:15]=[C:14]([C:16]([OH:18])=O)[CH:13]=[CH:12][N:11]=2)[CH:5]=1)([OH:3])=O.CN(C(O[N:27]1N=[N:27][C:28]2[CH:33]=[CH:32][CH:32]=[CH:33][C:28]1=2)=[N+](C)C)C.F[P-](F)(F)(F)(F)F.CCN(C(C)C)C(C)C.[CH2:52]([NH2:55])[CH:53]=[CH2:54]. Product: [CH2:28]([NH:27][C:16]([C:14]1[CH:13]=[CH:12][N:11]=[C:10]([C:6]2[CH:5]=[C:4]([C:1]([NH:55][CH2:52][CH:53]=[CH2:54])=[O:3])[CH:9]=[CH:8][N:7]=2)[CH:15]=1)=[O:18])[CH:33]=[CH2:32]. The catalyst class is: 3.